From a dataset of Full USPTO retrosynthesis dataset with 1.9M reactions from patents (1976-2016). Predict the reactants needed to synthesize the given product. (1) Given the product [O:2]=[C:3]1[CH2:8][N:7]([C:19]2[CH:20]=[CH:15][CH:16]=[C:17]([O:21][C:22]([F:23])([F:24])[F:25])[CH:18]=2)[CH2:6][CH2:5][N:4]1[CH2:9][C:10]([O:12][CH3:13])=[O:11], predict the reactants needed to synthesize it. The reactants are: Cl.[O:2]=[C:3]1[CH2:8][NH:7][CH2:6][CH2:5][N:4]1[CH2:9][C:10]([O:12][CH3:13])=[O:11].Br[C:15]1[CH:20]=[CH:19][CH:18]=[C:17]([O:21][C:22]([F:25])([F:24])[F:23])[CH:16]=1.CC1(C)C2C(=C(P(C3C=CC=CC=3)C3C=CC=CC=3)C=CC=2)OC2C(P(C3C=CC=CC=3)C3C=CC=CC=3)=CC=CC1=2.C([O-])([O-])=O.[Cs+].[Cs+]. (2) Given the product [C:21]([S@@:25](/[N:27]=[CH:1]/[C:3]1[CH:8]=[CH:7][CH:6]=[CH:5][C:4]=1[C:9]1[C:13]2[CH:14]=[CH:15][C:16]([C:18]([NH2:20])=[O:19])=[CH:17][C:12]=2[O:11][N:10]=1)=[O:26])([CH3:24])([CH3:23])[CH3:22], predict the reactants needed to synthesize it. The reactants are: [CH:1]([C:3]1[CH:8]=[CH:7][CH:6]=[CH:5][C:4]=1[C:9]1[C:13]2[CH:14]=[CH:15][C:16]([C:18]([NH2:20])=[O:19])=[CH:17][C:12]=2[O:11][N:10]=1)=O.[C:21]([S@@:25]([NH2:27])=[O:26])([CH3:24])([CH3:23])[CH3:22].C(OCC)(=O)C. (3) Given the product [C:22]([Si:19]([CH3:21])([CH3:20])[O:18][CH:15]1[CH2:16][CH2:17][N:13]([S:10]([C:5]2[CH:6]=[CH:7][CH:8]=[CH:9][C:4]=2[N+:1]([O-:3])=[O:2])(=[O:11])=[O:12])[CH2:14]1)([CH3:25])([CH3:24])[CH3:23], predict the reactants needed to synthesize it. The reactants are: [N+:1]([C:4]1[CH:9]=[CH:8][CH:7]=[CH:6][C:5]=1[S:10]([N:13]1[CH2:17][CH2:16][CH:15]([OH:18])[CH2:14]1)(=[O:12])=[O:11])([O-:3])=[O:2].[Si:19](Cl)([C:22]([CH3:25])([CH3:24])[CH3:23])([CH3:21])[CH3:20].N1C=CN=C1. (4) Given the product [CH2:24]([O:23][C:21](=[O:22])[C:20](=[CH:15][C:14]1[CH:17]=[CH:18][C:11]([N:8]2[CH2:9][CH2:10][C:5]3([O:4][CH2:3][CH2:2][O:1]3)[CH2:6][CH2:7]2)=[CH:12][CH:13]=1)[C:19]([O:27][CH2:28][CH3:29])=[O:26])[CH3:25], predict the reactants needed to synthesize it. The reactants are: [O:1]1[C:5]2([CH2:10][CH2:9][N:8]([C:11]3[CH:18]=[CH:17][C:14]([CH:15]=O)=[CH:13][CH:12]=3)[CH2:7][CH2:6]2)[O:4][CH2:3][CH2:2]1.[C:19]([O:27][CH2:28][CH3:29])(=[O:26])[CH2:20][C:21]([O:23][CH2:24][CH3:25])=[O:22].C([O-])(=O)C. (5) Given the product [Cl:1][C:2]1[CH:10]=[C:9]2[C:5]([C:6]([C:11]([OH:13])=[O:12])=[CH:7][NH:8]2)=[CH:4][C:3]=1[C:15]1[CH:16]=[CH:17][C:18]([O:21][CH2:22][CH2:23][CH2:24][N:25]2[CH2:26][CH2:27][N:28]([CH3:31])[CH2:29][CH2:30]2)=[CH:19][CH:20]=1, predict the reactants needed to synthesize it. The reactants are: [Cl:1][C:2]1[CH:10]=[C:9]2[C:5]([C:6]([C:11]([O:13]C)=[O:12])=[CH:7][NH:8]2)=[CH:4][C:3]=1[C:15]1[CH:20]=[CH:19][C:18]([O:21][CH2:22][CH2:23][CH2:24][N:25]2[CH2:30][CH2:29][N:28]([CH3:31])[CH2:27][CH2:26]2)=[CH:17][CH:16]=1.[OH-].[Na+]. (6) Given the product [NH2:8][C@H:9]([CH2:39][C:40]1[CH:41]=[CH:42][CH:43]=[CH:44][CH:45]=1)[C:10]([O:12][C@H:13]([C:24]1[CH:29]=[CH:28][C:27]([O:30][CH:31]([F:33])[F:32])=[C:26]([O:34][CH2:35][CH:36]2[CH2:38][CH2:37]2)[CH:25]=1)[CH2:14][C:15]1[C:20]([Cl:21])=[CH:19][N+:18]([O-:22])=[CH:17][C:16]=1[Cl:23])=[O:11], predict the reactants needed to synthesize it. The reactants are: C(OC([NH:8][C@H:9]([CH2:39][C:40]1[CH:45]=[CH:44][CH:43]=[CH:42][CH:41]=1)[C:10]([O:12][C@H:13]([C:24]1[CH:29]=[CH:28][C:27]([O:30][CH:31]([F:33])[F:32])=[C:26]([O:34][CH2:35][CH:36]2[CH2:38][CH2:37]2)[CH:25]=1)[CH2:14][C:15]1[C:20]([Cl:21])=[CH:19][N+:18]([O-:22])=[CH:17][C:16]=1[Cl:23])=[O:11])=O)(C)(C)C. (7) Given the product [NH2:11][C@@H:12]([CH2:20][C:21]1[CH:22]=[CH:23][C:24]([C:27]2[N:32]=[CH:31][C:30]([C:33]3[CH:38]=[CH:37][C:36]([O:39][CH2:40][CH2:41][CH2:42][CH2:43][CH2:44][CH2:45][CH3:46])=[CH:35][CH:34]=3)=[CH:29][N:28]=2)=[CH:25][CH:26]=1)[C:13]([O:15][C:16]([CH3:17])([CH3:19])[CH3:18])=[O:14], predict the reactants needed to synthesize it. The reactants are: C(OC([NH:11][C@@H:12]([CH2:20][C:21]1[CH:26]=[CH:25][C:24]([C:27]2[N:32]=[CH:31][C:30]([C:33]3[CH:38]=[CH:37][C:36]([O:39][CH2:40][CH2:41][CH2:42][CH2:43][CH2:44][CH2:45][CH3:46])=[CH:35][CH:34]=3)=[CH:29][N:28]=2)=[CH:23][CH:22]=1)[C:13]([O:15][C:16]([CH3:19])([CH3:18])[CH3:17])=[O:14])=O)C1C=CC=CC=1. (8) Given the product [NH2:1][C:2]1[N:7]=[C:6]([C:8]2[O:9][C:10]([Br:24])=[CH:11][CH:12]=2)[C:5]([C:13]#[N:14])=[C:4]([O:15][CH2:16][CH2:17][C:18]2[CH:23]=[CH:22][CH:21]=[CH:20][N:19]=2)[N:3]=1, predict the reactants needed to synthesize it. The reactants are: [NH2:1][C:2]1[N:7]=[C:6]([C:8]2[O:9][CH:10]=[CH:11][CH:12]=2)[C:5]([C:13]#[N:14])=[C:4]([O:15][CH2:16][CH2:17][C:18]2[CH:23]=[CH:22][CH:21]=[CH:20][N:19]=2)[N:3]=1.[Br:24]N1C(=O)CCC1=O. (9) Given the product [N+:1]1([O-:18])[C:2]([C:7]2[CH:12]=[CH:11][CH:10]=[CH:9][N:8]=2)=[CH:3][CH:4]=[CH:5][CH:6]=1, predict the reactants needed to synthesize it. The reactants are: [N:1]1[CH:6]=[CH:5][CH:4]=[CH:3][C:2]=1[C:7]1[CH:12]=[CH:11][CH:10]=[CH:9][N:8]=1.ClC1C=C(C=CC=1)C(OO)=[O:18]. (10) Given the product [N:1]1([C:8]2[CH:17]=[C:16]([C:18]([NH:20][CH2:21][C@H:22]3[CH2:23][CH2:24][C@H:25]([CH2:28][NH:29][C:30](=[O:36])[O:31][C:32]([CH3:34])([CH3:33])[CH3:35])[CH2:26][CH2:27]3)=[O:19])[C:15]3[C:10](=[CH:11][CH:12]=[CH:13][CH:14]=3)[N:9]=2)[CH2:6][CH2:5][NH:4][CH2:3][CH2:2]1, predict the reactants needed to synthesize it. The reactants are: [NH:1]1[CH2:6][CH2:5][NH:4][CH2:3][CH2:2]1.Cl[C:8]1[CH:17]=[C:16]([C:18]([NH:20][CH2:21][C@H:22]2[CH2:27][CH2:26][C@H:25]([CH2:28][NH:29][C:30](=[O:36])[O:31][C:32]([CH3:35])([CH3:34])[CH3:33])[CH2:24][CH2:23]2)=[O:19])[C:15]2[C:10](=[CH:11][CH:12]=[CH:13][CH:14]=2)[N:9]=1.